The task is: Predict which catalyst facilitates the given reaction.. This data is from Catalyst prediction with 721,799 reactions and 888 catalyst types from USPTO. (1) Reactant: N[CH2:2][CH2:3][N:4]([CH2:25][CH2:26][CH:27]([C:34]1[CH:39]=[CH:38][CH:37]=[CH:36][CH:35]=1)[C:28]1[CH:33]=[CH:32][CH:31]=[CH:30][CH:29]=1)[C:5]([NH:7][C:8]1[S:9][C:10]([Cl:24])=[C:11]([C:13]2[CH:18]=[CH:17][C:16]([NH:19][S:20]([CH3:23])(=[O:22])=[O:21])=[CH:15][CH:14]=2)[N:12]=1)=[O:6].N[C@@H]1CCCN(C(OC(C)(C)C)=O)C1.C(O[BH-](OC(=O)C)OC(=O)C)(=O)C.[Na+]. Product: [Cl:24][C:10]1[S:9][C:8]([NH:7][C:5]([N:4]([CH2:25][CH2:26][CH:27]([C:28]2[CH:33]=[CH:32][CH:31]=[CH:30][CH:29]=2)[C:34]2[CH:35]=[CH:36][CH:37]=[CH:38][CH:39]=2)[CH2:3][CH2:2][S:20]([NH2:19])(=[O:22])=[O:21])=[O:6])=[N:12][C:11]=1[C:13]1[CH:14]=[CH:15][C:16]([NH:19][S:20]([CH3:23])(=[O:22])=[O:21])=[CH:17][CH:18]=1. The catalyst class is: 4. (2) Reactant: Cl[C:2]1[C:11]([C:12]([C:14]2[C:19]([O:20][CH3:21])=[CH:18][CH:17]=[CH:16][C:15]=2[O:22][CH3:23])=[O:13])=[CH:10][C:9]2[C:4](=[CH:5][CH:6]=[CH:7][CH:8]=2)[N:3]=1.[NH3:24]. Product: [NH2:24][C:2]1[C:11]([C:12]([C:14]2[C:19]([O:20][CH3:21])=[CH:18][CH:17]=[CH:16][C:15]=2[O:22][CH3:23])=[O:13])=[CH:10][C:9]2[C:4](=[CH:5][CH:6]=[CH:7][CH:8]=2)[N:3]=1. The catalyst class is: 346. (3) Reactant: [Cl:1][C:2]1[C:3]([O:12][CH2:13][CH2:14][C:15]2[C:16]([O:23][CH:24]([CH3:26])[CH3:25])=[N:17][N:18]([CH2:20][CH2:21][OH:22])[CH:19]=2)=[N:4][CH:5]=[C:6]([C:8]([F:11])([F:10])[F:9])[CH:7]=1.O[C:28]1[C:33]([O:34][CH3:35])=[CH:32][CH:31]=[CH:30][C:29]=1[CH2:36][CH2:37][C:38]([O:40]CC)=[O:39].C(P(CCCC)CCCC)CCC.N(C(N1CCCCC1)=O)=NC(N1CCCCC1)=O.O1CCCC1CO.[OH-].[Na+].Cl. Product: [Cl:1][C:2]1[C:3]([O:12][CH2:13][CH2:14][C:15]2[C:16]([O:23][CH:24]([CH3:26])[CH3:25])=[N:17][N:18]([CH2:20][CH2:21][O:22][C:28]3[C:33]([O:34][CH3:35])=[CH:32][CH:31]=[CH:30][C:29]=3[CH2:36][CH2:37][C:38]([OH:40])=[O:39])[CH:19]=2)=[N:4][CH:5]=[C:6]([C:8]([F:11])([F:10])[F:9])[CH:7]=1. The catalyst class is: 7. (4) Reactant: [F:1][C:2]1[CH:7]=[CH:6][C:5]([CH:8]2[O:25][C:12]3([CH2:17][CH2:16][N:15]([C:18]([O:20][C:21]([CH3:24])([CH3:23])[CH3:22])=[O:19])[CH2:14][CH2:13]3)[CH2:11][C:10](=[O:26])[CH2:9]2)=[CH:4][CH:3]=1.[Cl-].[Cl-].[Cl-].[Ce+3].[BH4-].[Na+].[Cl-].[NH4+]. Product: [F:1][C:2]1[CH:7]=[CH:6][C:5]([C@@H:8]2[O:25][C:12]3([CH2:13][CH2:14][N:15]([C:18]([O:20][C:21]([CH3:22])([CH3:23])[CH3:24])=[O:19])[CH2:16][CH2:17]3)[CH2:11][C@@H:10]([OH:26])[CH2:9]2)=[CH:4][CH:3]=1. The catalyst class is: 5. (5) The catalyst class is: 33. Product: [NH2:1][C:2]1[NH:7][C:6](=[O:8])[C:5]([C:10](=[O:23])[CH2:11][CH2:12][CH:13]2[CH2:18][CH2:17][N:16]([CH2:19][CH2:20][CH2:21][CH3:22])[CH2:15][CH2:14]2)=[CH:4][C:3]=1[Cl:24]. Reactant: [NH2:1][C:2]1[N:7]=[C:6]([O:8]C)[C:5]([C:10](=[O:23])[CH2:11][CH2:12][CH:13]2[CH2:18][CH2:17][N:16]([CH2:19][CH2:20][CH2:21][CH3:22])[CH2:15][CH2:14]2)=[CH:4][C:3]=1[Cl:24].